Dataset: Full USPTO retrosynthesis dataset with 1.9M reactions from patents (1976-2016). Task: Predict the reactants needed to synthesize the given product. (1) Given the product [CH3:20][O:19][C:16]1([O:17][CH3:18])[CH2:2][CH2:3][CH:4]([C:7]([O:9][C:10]([CH3:12])([CH3:11])[CH3:13])=[O:8])[CH2:5]1, predict the reactants needed to synthesize it. The reactants are: O=[C:2]1C[CH2:5][CH:4]([C:7]([O:9][C:10]([CH3:13])([CH3:12])[CH3:11])=[O:8])[CH2:3]1.CO[CH:16]([O:19][CH3:20])[O:17][CH3:18]. (2) Given the product [NH2:1][C:2]1[C:3]([C:15]([NH2:17])=[O:16])=[CH:4][C:5]2[C:13]3[C:8](=[CH:9][CH:10]=[CH:11][CH:12]=3)[N:7]([C:18](=[O:25])[C:19]3[CH:24]=[CH:23][CH:22]=[CH:21][CH:20]=3)[C:6]=2[N:14]=1, predict the reactants needed to synthesize it. The reactants are: [NH2:1][C:2]1[C:3]([C:15]([NH2:17])=[O:16])=[CH:4][C:5]2[C:13]3[C:8](=[CH:9][CH:10]=[CH:11][CH:12]=3)[NH:7][C:6]=2[N:14]=1.[C:18](OO[C:18](=[O:25])[C:19]1[CH:24]=[CH:23][CH:22]=[CH:21][CH:20]=1)(=[O:25])[C:19]1[CH:24]=[CH:23][CH:22]=[CH:21][CH:20]=1. (3) Given the product [CH:11]1([N:10]2[C:4]3[CH:3]=[C:2]([NH:30][C:28]4[CH:27]=[CH:26][N:25]=[C:24]([N:21]5[CH2:20][CH2:19][CH:18]([O:17][CH3:16])[CH2:23][CH2:22]5)[N:29]=4)[N:7]=[CH:6][C:5]=3[N:8]=[CH:9]2)[CH2:15][CH2:14][CH2:13][CH2:12]1, predict the reactants needed to synthesize it. The reactants are: Cl[C:2]1[N:7]=[CH:6][C:5]2[N:8]=[CH:9][N:10]([CH:11]3[CH2:15][CH2:14][CH2:13][CH2:12]3)[C:4]=2[CH:3]=1.[CH3:16][O:17][CH:18]1[CH2:23][CH2:22][N:21]([C:24]2[N:29]=[C:28]([NH2:30])[CH:27]=[CH:26][N:25]=2)[CH2:20][CH2:19]1. (4) Given the product [OH:1][CH2:2][CH2:3][CH2:4][O:5][CH:6]([CH2:8][OH:9])[CH3:7], predict the reactants needed to synthesize it. The reactants are: [OH:1][CH2:2][CH2:3][CH2:4][O:5][CH:6]([CH2:8][O:9]C(C)(C)C)[CH3:7].Cl.